From a dataset of Forward reaction prediction with 1.9M reactions from USPTO patents (1976-2016). Predict the product of the given reaction. (1) Given the reactants [OH:1][C:2]1[CH:11]=[C:10]([C:12]([CH3:17])([CH3:16])[C:13]([OH:15])=[O:14])[CH:9]=[C:8]2[C:3]=1[C@@H:4]1[CH2:23][C:22](=[O:24])[CH2:21][CH2:20][C@H:5]1[C:6]([CH3:19])([CH3:18])[O:7]2.C(=O)(O)[O-].[Na+].Br[CH2:31][CH2:32][CH2:33][CH3:34], predict the reaction product. The product is: [CH2:31]([O:14][C:13](=[O:15])[C:12]([C:10]1[CH:9]=[C:8]2[C:3]([C@@H:4]3[CH2:23][C:22](=[O:24])[CH2:21][CH2:20][C@H:5]3[C:6]([CH3:19])([CH3:18])[O:7]2)=[C:2]([OH:1])[CH:11]=1)([CH3:16])[CH3:17])[CH2:32][CH2:33][CH3:34]. (2) The product is: [Cl:15][C:2]1[N:7]=[CH:6][N:5]=[C:4]([C:8]([OH:10])=[O:9])[CH:3]=1. Given the reactants O[C:2]1[N:7]=[CH:6][N:5]=[C:4]([C:8]([OH:10])=[O:9])[CH:3]=1.C(Cl)(C([Cl:15])=O)=O, predict the reaction product. (3) Given the reactants [N+:1]([C:4]1[CH:9]=[CH:8][C:7]([N:10]=[C:11]=[O:12])=[CH:6][CH:5]=1)([O-:3])=[O:2].[N:13]1[CH:18]=[CH:17][CH:16]=[C:15]([CH2:19][CH2:20][NH2:21])[CH:14]=1, predict the reaction product. The product is: [N+:1]([C:4]1[CH:5]=[CH:6][C:7]([NH:10][C:11]([NH:21][CH2:20][CH2:19][C:15]2[CH:14]=[N:13][CH:18]=[CH:17][CH:16]=2)=[O:12])=[CH:8][CH:9]=1)([O-:3])=[O:2]. (4) Given the reactants C([N:8]1[CH2:12][CH2:11][C@H:10]([C:13]([OH:15])=O)[CH2:9]1)(OC(C)(C)C)=O.[ClH:16].[F:17][CH2:18][CH2:19][NH2:20].CN(C(ON1N=NC2C=CC=NC1=2)=[N+](C)C)C.F[P-](F)(F)(F)(F)F.C(N(CC)C(C)C)(C)C.Cl, predict the reaction product. The product is: [ClH:16].[F:17][CH2:18][CH2:19][NH:20][C:13]([C@H:10]1[CH2:11][CH2:12][NH:8][CH2:9]1)=[O:15].